This data is from Reaction yield outcomes from USPTO patents with 853,638 reactions. The task is: Predict the reaction yield, written as a fraction of the theoretical maximum amount of product (1.0 means a 100% yield; for example, 0.34 means a 34% yield). (1) The reactants are [Cl:1][C:2]1[CH:11]=[C:10]2[C:5]([C:6]([OH:17])=[C:7]([C:12]([O:14]CC)=[O:13])[CH:8]=[N:9]2)=[CH:4][C:3]=1[I:18].[OH-].[Na+]. The catalyst is C1COCC1.O. The product is [Cl:1][C:2]1[CH:11]=[C:10]2[C:5]([C:6]([OH:17])=[C:7]([C:12]([OH:14])=[O:13])[CH:8]=[N:9]2)=[CH:4][C:3]=1[I:18]. The yield is 0.930. (2) The product is [CH3:16][C:11]12[C@@H:9]3[C@H:10]4[CH:14]5[CH2:13][CH:7]([CH2:8]3)[CH2:6][C@@H:1]1[C@H:2]5[CH2:3][CH:4]([CH2:5]4)[CH2:12]2. The yield is 0.905. The catalyst is C(OCCCC)CCC.C(OCC)C. The reactants are [CH2:1]1[CH:6]2[CH:7]3[CH:13]4[CH2:14][CH:2]1[CH2:3][CH:4]1[C:12]4(Br)[CH2:11][CH:9]([CH2:10][CH:5]12)[CH2:8]3.[CH3:16][Mg]I. (3) The reactants are [F:1][C:2]1[C:7]([F:8])=[CH:6][CH:5]=[CH:4][C:3]=1[CH2:9][S:10][C:11]1[N:16]=[C:15]([NH2:17])[C:14]([NH2:18])=[C:13](SCC2C=CC=C(F)C=2F)[N:12]=1.C([O:31]C(N=C=S)=O)C.[CH:43]([N:42]=C=[N:42][CH:43]([CH3:45])[CH3:44])([CH3:45])[CH3:44].[C:46](#[N:48])C. No catalyst specified. The product is [NH2:48][C:46]1[NH:17][C:15]2[C:14]([N:18]=1)=[C:13]([NH:42][C@H:43]([CH3:44])[CH2:45][OH:31])[N:12]=[C:11]([S:10][CH2:9][C:3]1[CH:4]=[CH:5][CH:6]=[C:7]([F:8])[C:2]=1[F:1])[N:16]=2. The yield is 0.730. (4) The reactants are [Cl:1][C:2]1[CH:17]=[CH:16][C:5]([C:6]([NH:8][C:9]2[CH:14]=[CH:13][C:12]([CH3:15])=[CH:11][CH:10]=2)=O)=[CH:4][C:3]=1[C:18]([F:21])([F:20])[F:19].COC1C=CC(P2(SP(C3C=CC(OC)=CC=3)(=S)S2)=[S:31])=CC=1.C1(C)C=CC=CC=1. The catalyst is CCOCC. The product is [Cl:1][C:2]1[CH:17]=[CH:16][C:5]([C:6]([NH:8][C:9]2[CH:14]=[CH:13][C:12]([CH3:15])=[CH:11][CH:10]=2)=[S:31])=[CH:4][C:3]=1[C:18]([F:21])([F:20])[F:19]. The yield is 0.920. (5) The reactants are [CH2:1]([O:3][CH2:4][C:5]1[N:6]([CH2:18][C:19]2([NH:25]C(=O)OC(C)(C)C)[CH2:24][CH2:23][CH2:22][CH2:21][CH2:20]2)[C:7]2[C:16]3[CH:15]=[CH:14][CH:13]=[CH:12][C:11]=3[N:10]=[CH:9][C:8]=2[N:17]=1)[CH3:2].Cl. The catalyst is C(O)C. The product is [CH2:1]([O:3][CH2:4][C:5]1[N:6]([CH2:18][C:19]2([NH2:25])[CH2:24][CH2:23][CH2:22][CH2:21][CH2:20]2)[C:7]2[C:16]3[CH:15]=[CH:14][CH:13]=[CH:12][C:11]=3[N:10]=[CH:9][C:8]=2[N:17]=1)[CH3:2]. The yield is 0.790. (6) The reactants are [F:1][C:2]1[CH:3]=[C:4]2[C:8](=[CH:9][CH:10]=1)[NH:7][C:6]([C:11]([OH:13])=O)=[CH:5]2.Cl.[CH3:15][O:16][C:17](=[O:29])[CH2:18][C@@H:19]1[C:27]2[C:22](=[CH:23][CH:24]=[CH:25][CH:26]=2)[CH2:21][C@H:20]1[NH2:28].CCN(C(C)C)C(C)C.C1C=CC2N(O)N=NC=2C=1.CCN=C=NCCCN(C)C. The catalyst is CC(N(C)C)=O. The product is [F:1][C:2]1[CH:3]=[C:4]2[C:8](=[CH:9][CH:10]=1)[NH:7][C:6]([C:11]([NH:28][C@@H:20]1[CH2:21][C:22]3[C:27](=[CH:26][CH:25]=[CH:24][CH:23]=3)[C@H:19]1[CH2:18][C:17]([O:16][CH3:15])=[O:29])=[O:13])=[CH:5]2. The yield is 0.650. (7) The reactants are [OH-].[K+].C(=O)([O-])[O-].[K+].[K+].[C:9]1(B(O)O)[CH:14]=[CH:13][CH:12]=[CH:11][CH:10]=1.Br[C:19]1[CH:20]=[C:21]([CH:25]=[CH:26][CH:27]=1)[C:22]([OH:24])=[O:23]. The catalyst is [Pd].O. The product is [C:9]1([C:19]2[CH:20]=[C:21]([CH:25]=[CH:26][CH:27]=2)[C:22]([OH:24])=[O:23])[CH:14]=[CH:13][CH:12]=[CH:11][CH:10]=1. The yield is 0.980. (8) The reactants are [C:1]([C:5]1[CH:6]=[C:7]([C:13](=[O:15])[CH3:14])[CH:8]=[C:9]([I:12])[C:10]=1[OH:11])([CH3:4])([CH3:3])[CH3:2].CI.[C:18](=O)([O-])[O-].[K+].[K+].Cl. The yield is 0.913. The product is [C:1]([C:5]1[CH:6]=[C:7]([C:13](=[O:15])[CH3:14])[CH:8]=[C:9]([I:12])[C:10]=1[O:11][CH3:18])([CH3:4])([CH3:2])[CH3:3]. The catalyst is O.C(OCC)(=O)C.CN(C)C=O.